This data is from Reaction yield outcomes from USPTO patents with 853,638 reactions. The task is: Predict the reaction yield, written as a fraction of the theoretical maximum amount of product (1.0 means a 100% yield; for example, 0.34 means a 34% yield). (1) The reactants are C(NC(C)C)(C)C.C([Li])CCC.[Br:13][C:14]1[CH:19]=[CH:18][CH:17]=[C:16]([CH3:20])[N:15]=1.[CH3:21][C:22]([O:25][C:26](O[C:26]([O:25][C:22]([CH3:24])([CH3:23])[CH3:21])=[O:27])=[O:27])([CH3:24])[CH3:23]. The catalyst is C1COCC1.CCCCCC. The product is [C:22]([O:25][C:26](=[O:27])[CH2:20][C:16]1[CH:17]=[CH:18][CH:19]=[C:14]([Br:13])[N:15]=1)([CH3:24])([CH3:23])[CH3:21]. The yield is 0.480. (2) The reactants are [NH2:1][C:2]1[C:7]([NH:8][C:9]2[CH:14]=[CH:13][C:12]([I:15])=[CH:11][C:10]=2[F:16])=[C:6]([CH3:17])[C:5](=[O:18])[N:4]2[CH2:19][CH2:20][O:21][C:3]=12.[CH2:22]([O:29][CH2:30][CH2:31][CH2:32][C:33]1([S:36](Cl)(=[O:38])=[O:37])[CH2:35][CH2:34]1)[C:23]1[CH:28]=[CH:27][CH:26]=[CH:25][CH:24]=1. The catalyst is N1C=CC=CC=1. The product is [F:16][C:10]1[CH:11]=[C:12]([I:15])[CH:13]=[CH:14][C:9]=1[NH:8][C:7]1[C:2]([NH:1][S:36]([C:33]2([CH2:32][CH2:31][CH2:30][O:29][CH2:22][C:23]3[CH:24]=[CH:25][CH:26]=[CH:27][CH:28]=3)[CH2:35][CH2:34]2)(=[O:38])=[O:37])=[C:3]2[O:21][CH2:20][CH2:19][N:4]2[C:5](=[O:18])[C:6]=1[CH3:17]. The yield is 0.280. (3) The reactants are CC[C@@H]1[C@@H]2C[C@H]([C@@H](OC3C4C(=CC=CC=4)C(O[C@@H](C4C=CN=C5C=4C=C(OC)C=C5)[C@@H]4N5C[C@H](CC)[C@@H](CC5)C4)=NN=3)C3C=CN=C4C=3C=C([O:22]C)C=C4)N(CC2)C1.CS(N)(=O)=O.[CH2:64]([O:71][C:72](=[O:82])[C@H:73]([N:75]1[C:80](=[O:81])C=CC[O:76]1)[CH3:74])[C:65]1[CH:70]=[CH:69][CH:68]=[CH:67][CH:66]=1.S([O-])([O-])=O.[Na+].[Na+].[C:89]([OH:93])([CH3:92])(C)[CH3:90]. The catalyst is O.CC[C@@H]1[C@@H]2C[C@H]([C@@H](OC3C4C(=CC=CC=4)C(O[C@@H](C4C=CN=C5C=4C=C(OC)C=C5)[C@@H]4N5C[C@H](CC)[C@@H](CC5)C4)=NN=3)C3C=CN=C4C=3C=C(OC)C=C4)N(CC2)C1. The product is [CH2:64]([O:71][C:72]([C@H:73]([N:75]1[C:80](=[O:81])[C@@H:90]([OH:22])[C@@H:89]([OH:93])[CH2:92][O:76]1)[CH3:74])=[O:82])[C:65]1[CH:70]=[CH:69][CH:68]=[CH:67][CH:66]=1. The yield is 0.810. (4) The reactants are O1C2C=CC=CC=2N=C1.NC1C=CC=CC=1.C(OC(=O)[NH:23][CH:24]1[CH2:29][CH2:28][N:27]([S:30]([C:33]2[C:41]3[O:40]C(C(C)(C)C)=[N:38][C:37]=3[CH:36]=[CH:35][C:34]=2[Cl:46])(=[O:32])=[O:31])[CH2:26][CH2:25]1)(C)(C)C.OS(O)(=O)=O. The catalyst is O1CCOCC1.O. The product is [NH2:38][C:37]1[C:41]([OH:40])=[C:33]([S:30]([N:27]2[CH2:26][CH2:25][CH:24]([NH2:23])[CH2:29][CH2:28]2)(=[O:32])=[O:31])[C:34]([Cl:46])=[CH:35][CH:36]=1. The yield is 0.750. (5) The reactants are [CH3:1][C:2]1([C:8]([O:10]C)=[O:9])[CH2:7][CH2:6][O:5][CH2:4][CH2:3]1.[OH-].[Na+]. The catalyst is CO. The product is [CH3:1][C:2]1([C:8]([OH:10])=[O:9])[CH2:7][CH2:6][O:5][CH2:4][CH2:3]1. The yield is 0.578.